From a dataset of Full USPTO retrosynthesis dataset with 1.9M reactions from patents (1976-2016). Predict the reactants needed to synthesize the given product. Given the product [Cl:31][C:16]1[C:17]2[C:22](=[CH:21][C:20]([C:23]3[CH:28]=[CH:27][CH:26]=[C:25]([C:29]#[N:30])[CH:24]=3)=[CH:19][CH:18]=2)[C:13]([NH:4][C:3]([NH2:5])=[NH:2])=[N:14][CH:15]=1, predict the reactants needed to synthesize it. The reactants are: Cl.[NH2:2][C:3]([NH2:5])=[NH:4].CC([O-])(C)C.[K+].Cl[C:13]1[C:22]2[C:17](=[CH:18][CH:19]=[C:20]([C:23]3[CH:28]=[CH:27][CH:26]=[C:25]([C:29]#[N:30])[CH:24]=3)[CH:21]=2)[C:16]([Cl:31])=[CH:15][N:14]=1.